This data is from NCI-60 drug combinations with 297,098 pairs across 59 cell lines. The task is: Regression. Given two drug SMILES strings and cell line genomic features, predict the synergy score measuring deviation from expected non-interaction effect. (1) Drug 1: CCN(CC)CCCC(C)NC1=C2C=C(C=CC2=NC3=C1C=CC(=C3)Cl)OC. Drug 2: C(CN)CNCCSP(=O)(O)O. Cell line: HOP-62. Synergy scores: CSS=39.5, Synergy_ZIP=-2.11, Synergy_Bliss=-1.65, Synergy_Loewe=-58.1, Synergy_HSA=-2.76. (2) Drug 1: C1=CN(C(=O)N=C1N)C2C(C(C(O2)CO)O)O.Cl. Drug 2: CC=C1C(=O)NC(C(=O)OC2CC(=O)NC(C(=O)NC(CSSCCC=C2)C(=O)N1)C(C)C)C(C)C. Cell line: SNB-19. Synergy scores: CSS=39.0, Synergy_ZIP=5.12, Synergy_Bliss=6.00, Synergy_Loewe=-15.7, Synergy_HSA=3.93. (3) Drug 1: C1=C(C(=O)NC(=O)N1)N(CCCl)CCCl. Drug 2: COC1=C2C(=CC3=C1OC=C3)C=CC(=O)O2. Cell line: LOX IMVI. Synergy scores: CSS=38.1, Synergy_ZIP=0.427, Synergy_Bliss=0.769, Synergy_Loewe=-3.34, Synergy_HSA=-0.167.